Dataset: Forward reaction prediction with 1.9M reactions from USPTO patents (1976-2016). Task: Predict the product of the given reaction. (1) Given the reactants [N:1]1[CH:6]=[CH:5][CH:4]=[C:3]([NH2:7])[CH:2]=1.[Br:8][C:9]1[CH:10]=[CH:11][C:12]([O:18][CH2:19][C:20]2[CH:25]=[CH:24][CH:23]=[CH:22][C:21]=2[O:26][CH3:27])=[C:13]([CH:17]=1)[C:14](O)=[O:15].Cl.CN(C)CCCN=C=NCC.ON1C2C=CC=CC=2N=N1, predict the reaction product. The product is: [Br:8][C:9]1[CH:10]=[CH:11][C:12]([O:18][CH2:19][C:20]2[CH:25]=[CH:24][CH:23]=[CH:22][C:21]=2[O:26][CH3:27])=[C:13]([CH:17]=1)[C:14]([NH:7][C:3]1[CH:2]=[N:1][CH:6]=[CH:5][CH:4]=1)=[O:15]. (2) Given the reactants C([O:4][CH:5]1[CH:10]([N:11]([CH3:13])[CH3:12])[CH2:9][CH:8]([CH3:14])[O:7][CH:6]1[O:15][CH:16]1[CH2:21][CH2:20][CH2:19][CH2:18][CH2:17]1)(=O)C.C([O-])([O-])=O.[K+].[K+], predict the reaction product. The product is: [CH:16]1([O:15][CH:6]2[CH:5]([OH:4])[CH:10]([N:11]([CH3:13])[CH3:12])[CH2:9][CH:8]([CH3:14])[O:7]2)[CH2:17][CH2:18][CH2:19][CH2:20][CH2:21]1. (3) Given the reactants Br[C:2]1[CH:7]=[CH:6][C:5]([NH:8][C:9]2[S:10][C:11]3[CH2:17][CH2:16][CH2:15][CH:14]([C:18]4[CH:23]=[CH:22][CH:21]=[CH:20][CH:19]=4)[C:12]=3[N:13]=2)=[CH:4][C:3]=1[O:24][CH3:25].[CH3:26][N:27]1[CH:31]=[C:30](B2OC(C)(C)C(C)(C)O2)[CH:29]=[N:28]1.[F-].[K+], predict the reaction product. The product is: [CH3:25][O:24][C:3]1[CH:4]=[C:5]([NH:8][C:9]2[S:10][C:11]3[CH2:17][CH2:16][CH2:15][CH:14]([C:18]4[CH:23]=[CH:22][CH:21]=[CH:20][CH:19]=4)[C:12]=3[N:13]=2)[CH:6]=[CH:7][C:2]=1[C:30]1[CH:29]=[N:28][N:27]([CH3:26])[CH:31]=1. (4) Given the reactants [NH:1]1[CH2:6][CH2:5][CH2:4][CH2:3][CH2:2]1.[O-:7][N+:8]1[C:13]2[CH:14]=[C:15]3[C:19](=[CH:20][C:12]=2[N:11]=[C:10]([CH2:21][CH2:22][CH:23]=O)[N:9]=1)[CH2:18][CH2:17][CH2:16]3.[BH3-]C#N.[Na+].CC(O)=O, predict the reaction product. The product is: [N:1]1([CH2:23][CH2:22][CH2:21][C:10]2[N:9]=[N+:8]([O-:7])[C:13]3[CH:14]=[C:15]4[C:19]([CH2:18][CH2:17][CH2:16]4)=[CH:20][C:12]=3[N:11]=2)[CH2:6][CH2:5][CH2:4][CH2:3][CH2:2]1. (5) Given the reactants [CH3:1][CH:2]([CH3:28])[C@@H:3]([NH:8][S:9]([C:12]1[CH:27]=[CH:26][C:15]2[O:16][C:17]3[CH:22]=[C:21]([N+:23]([O-])=O)[CH:20]=[CH:19][C:18]=3[C:14]=2[CH:13]=1)(=[O:11])=[O:10])[C:4]([O:6][CH3:7])=[O:5], predict the reaction product. The product is: [NH2:23][C:21]1[CH:20]=[CH:19][C:18]2[C:14]3[CH:13]=[C:12]([S:9]([NH:8][C@H:3]([CH:2]([CH3:1])[CH3:28])[C:4]([O:6][CH3:7])=[O:5])(=[O:10])=[O:11])[CH:27]=[CH:26][C:15]=3[O:16][C:17]=2[CH:22]=1. (6) Given the reactants [CH3:1][C@H:2]1[CH2:7][O:6][CH2:5][CH2:4][NH:3]1.Cl[C:9]1[N:14]=[C:13]([O:15][CH3:16])[CH:12]=[C:11]([O:17][CH3:18])[N:10]=1.CCN(C(C)C)C(C)C.O, predict the reaction product. The product is: [CH3:18][O:17][C:11]1[CH:12]=[C:13]([O:15][CH3:16])[N:14]=[C:9]([N:3]2[CH2:4][CH2:5][O:6][CH2:7][C@@H:2]2[CH3:1])[N:10]=1. (7) Given the reactants [Cl-].O[NH3+:3].[C:4](=[O:7])([O-])[OH:5].[Na+].CS(C)=O.[CH3:13][C:14]([CH3:51])([CH3:50])[CH2:15][O:16][C:17]1[CH:22]=[CH:21][C:20]([N:23]2[C:28](=[O:29])[C:27]([CH2:30][C:31]3[CH:36]=[CH:35][C:34]([C:37]4[C:38]([C:43]#[N:44])=[CH:39][CH:40]=[CH:41][CH:42]=4)=[CH:33][CH:32]=3)=[C:26]([CH2:45][CH2:46][CH3:47])[N:25]=[C:24]2[CH2:48][CH3:49])=[CH:19][CH:18]=1, predict the reaction product. The product is: [CH3:51][C:14]([CH3:50])([CH3:13])[CH2:15][O:16][C:17]1[CH:18]=[CH:19][C:20]([N:23]2[C:28](=[O:29])[C:27]([CH2:30][C:31]3[CH:36]=[CH:35][C:34]([C:37]4[CH:42]=[CH:41][CH:40]=[CH:39][C:38]=4[C:43]4[NH:3][C:4](=[O:7])[O:5][N:44]=4)=[CH:33][CH:32]=3)=[C:26]([CH2:45][CH2:46][CH3:47])[N:25]=[C:24]2[CH2:48][CH3:49])=[CH:21][CH:22]=1. (8) Given the reactants [CH2:1]([NH2:8])[C:2]1[CH:7]=[CH:6][CH:5]=[CH:4][CH:3]=1.[OH:9][CH:10]([CH:13]([OH:20])[CH:14]([OH:19])[CH:15]([OH:18])[CH2:16][OH:17])[CH2:11][NH-:12].[O:21]([C:31]1[CH:39]=[CH:38][C:34]([C:35]([OH:37])=O)=[CH:33][CH:32]=1)[C:22]1[CH:30]=[CH:29][C:25]([C:26]([OH:28])=[O:27])=[CH:24][CH:23]=1, predict the reaction product. The product is: [OH:9][CH:10]([CH:13]([OH:20])[CH:14]([OH:19])[CH:15]([OH:18])[CH2:16][OH:17])[CH2:11][NH-:12].[OH:9][CH:10]([C:11]1[CH:6]=[CH:7][CH:2]=[CH:3][CH:4]=1)[CH2:13][CH2:14][CH:15]1[CH:1]([C:2]2[CH:7]=[CH:6][CH:5]=[CH:4][CH:3]=2)[N:8]([C:5]2[CH:6]=[CH:7][C:2]([CH2:1][NH:8][C:35]([C:34]3[CH:33]=[CH:32][C:31]([O:21][C:22]4[CH:23]=[CH:24][C:25]([C:26]([OH:28])=[O:27])=[CH:29][CH:30]=4)=[CH:39][CH:38]=3)=[O:37])=[CH:3][CH:4]=2)[C:16]1=[O:17]. (9) Given the reactants [NH2:1][C:2]1[N:7]=[C:6]([OH:8])[C:5]([NH2:9])=[C:4]([NH2:10])[N:3]=1.[F:11][C:12]1[CH:19]=[CH:18][C:15]([CH:16]=O)=[CH:14][CH:13]=1, predict the reaction product. The product is: [NH2:1][C:2]1[N:3]=[C:4]2[C:5]([N:9]=[C:16]([C:15]3[CH:18]=[CH:19][C:12]([F:11])=[CH:13][CH:14]=3)[NH:10]2)=[C:6]([OH:8])[N:7]=1.